Task: Predict the product of the given reaction.. Dataset: Forward reaction prediction with 1.9M reactions from USPTO patents (1976-2016) (1) Given the reactants [CH2:1]([N:5]1[C:13]2[N:12]=[CH:11][NH:10][C:9]=2[C:8](=[O:14])[N:7]2[CH:15]=[N:16][N:17]=[C:6]12)[CH2:2][CH2:3][CH3:4].[Br:18]N1C(=O)CCC1=O, predict the reaction product. The product is: [Br:18][C:11]1[NH:10][C:9]2[C:8](=[O:14])[N:7]3[CH:15]=[N:16][N:17]=[C:6]3[N:5]([CH2:1][CH2:2][CH2:3][CH3:4])[C:13]=2[N:12]=1. (2) Given the reactants [CH2:1]([C@H:4]1[O:6][C@@H:5]1[C:7]([O:9][CH2:10][CH3:11])=[O:8])[CH2:2][CH3:3].C(=O)([O-])O.[Na+].[C:17](#[N:19])[CH3:18], predict the reaction product. The product is: [CH3:18][C:17]1[O:6][C@H:5]([C:7]([O:9][CH2:10][CH3:11])=[O:8])[C@H:4]([CH2:1][CH2:2][CH3:3])[N:19]=1. (3) The product is: [N:1]1([CH:6]2[CH2:20][CH:9]3[CH2:10][NH:11][CH2:12][CH:8]3[CH2:7]2)[CH:5]=[N:4][N:3]=[N:2]1. Given the reactants [N:1]1([CH:6]2[CH2:20][CH:9]3[CH2:10][N:11](C(OC(C)(C)C)=O)[CH2:12][CH:8]3[CH2:7]2)[CH:5]=[N:4][N:3]=[N:2]1, predict the reaction product.